From a dataset of Full USPTO retrosynthesis dataset with 1.9M reactions from patents (1976-2016). Predict the reactants needed to synthesize the given product. (1) The reactants are: [CH2:1]([N:3]1[C:14](=[O:15])[C:12]2[N:13]3[C:8](=[CH:9][C:10](=[O:18])[C:11]=2[O:16][CH3:17])[CH2:7][CH2:6][CH:5]3[CH2:4]1)[CH3:2].C1C(=O)N([Br:26])C(=O)C1. Given the product [Br:26][C:9]1[C:10](=[O:18])[C:11]([O:16][CH3:17])=[C:12]2[C:14](=[O:15])[N:3]([CH2:1][CH3:2])[CH2:4][CH:5]3[CH2:6][CH2:7][C:8]=1[N:13]23, predict the reactants needed to synthesize it. (2) The reactants are: [CH3:1][C@@:2]1([CH2:13][N:14]2[CH2:19][CH2:18][N:17]([NH:20]C(=O)OC(C)(C)C)[CH2:16][CH2:15]2)[O:6][C:5]2=[N:7][C:8]([N+:10]([O-:12])=[O:11])=[CH:9][N:4]2[CH2:3]1.FC(F)(F)C(O)=O.C(N(CC)CC)C.[CH3:42][C:43]([C:45]1[CH:50]=[CH:49][C:48]([Cl:51])=[CH:47][CH:46]=1)=O. Given the product [Cl:51][C:48]1[CH:49]=[CH:50][C:45]([C:43](=[N:20][N:17]2[CH2:16][CH2:15][N:14]([CH2:13][C@:2]3([CH3:1])[O:6][C:5]4=[N:7][C:8]([N+:10]([O-:12])=[O:11])=[CH:9][N:4]4[CH2:3]3)[CH2:19][CH2:18]2)[CH3:42])=[CH:46][CH:47]=1, predict the reactants needed to synthesize it. (3) Given the product [Br:8][C:3]1[CH:4]=[CH:5][C:6]([C:15]([OH:16])([CH3:17])[CH3:14])=[CH:7][CH:2]=1, predict the reactants needed to synthesize it. The reactants are: Br[C:2]1[CH:7]=[CH:6][CH:5]=[CH:4][C:3]=1[Br:8].C([Li])CCC.[CH3:14][C:15]([CH3:17])=[O:16].[Cl-].[NH4+].